Dataset: Experimentally validated miRNA-target interactions with 360,000+ pairs, plus equal number of negative samples. Task: Binary Classification. Given a miRNA mature sequence and a target amino acid sequence, predict their likelihood of interaction. (1) The protein sequence of the target gene is MMARARLAAALIPATAILSCLRTESWDPCVQVVPNISYQCMELNLYKIPDNIPISTKMLDLSFNYLRHLGSHNFSSFPELQVLDLSRCEIKIIEDDTFQGLNHLSTLILTGNPIQSLAWGAFSGLSSLQKLVAVETNLVSLNDFPIGHLKNLKELNVAHNFIHSFKLPEYFSNLPNLEHLDLSNNKIQNIYYEDVKVLHQMPLLNLSLDLSLNPLDFIEPGTFKEIKLNGLTLRSNFNSSHVMKTCIQGLAGLKTNRLVLGEFKNERKLQRFDRSFLEGLCNLTIEQFRIAYLDKFSGDD.... The miRNA is dme-let-7-5p with sequence UGAGGUAGUAGGUUGUAUAGU. Result: 0 (no interaction). (2) The miRNA is hsa-miR-4474-3p with sequence UUGUGGCUGGUCAUGAGGCUAA. The protein sequence of the target gene is MFSEQAAQRAHTLLSPPSANNATFARVPVATYTNSSQPFRLGERSFSRQYAHIYATRLIQMRPFLENRAQQHWGSGVGVKKLCELQPEEKCCVVGTLFKAMPLQPSILREVSEEHNLLPQPPRSKYIHPDDELVLEDELQRIKLKGTIDVSKLVTGTVLAVFGSVRDDGKFLVEDYCFADLAPQKPAPPLDTDRFVLLVSGLGLGGGGGESLLGTQLLVDVVTGQLGDEGEQCSAAHVSRVILAGNLLSHSTQSRDSINKAKYLTKKTQAASVEAVKMLDEILLQLSASVPVDVMPGEFD.... Result: 0 (no interaction). (3) The miRNA is hsa-miR-432-5p with sequence UCUUGGAGUAGGUCAUUGGGUGG. The protein sequence of the target gene is MIKLFSLKQQKKEEESAGGTKGSSKKASAAQLRIQKDINELNLPKTCDISFSDPDDLLNFKLVICPDEGFYKSGKFVFSFKVGQGYPHDPPKVKCETMVYHPNIDLEGNVCLNILREDWKPVLTINSIIYGLQYLFLEPNPEDPLNKEAAEVLQNNRRLFEQNVQRSMRGGYIGSTYFERCLK. Result: 0 (no interaction). (4) The miRNA is hsa-miR-331-5p with sequence CUAGGUAUGGUCCCAGGGAUCC. The protein sequence of the target gene is MLLSLVLHTYSMRYLLPSVVLLGTAPTYVLAWGVWRLLSAFLPARFYQALDDRLYCVYQSMVLFFFENYTGVQILLYGDLPKNKENIIYLANHQSTVDWIVADILAIRQNALGHVRYVLKEGLKWLPLYGCYFAQHGGIYVKRSAKFNEKEMRNKLQSYVDAGTPMYLVIFPEGTRYNPEQTKVLSASQAFAAQRGLAVLKHVLTPRIKATHVAFDCMKNYLDAIYDVTVVYEGKDDGGQRRESPTMTEFLCKECPKIHIHIDRIDKKDVPEEQEHMRRWLHERFEIKDKMLIEFYESPD.... Result: 1 (interaction). (5) The miRNA is hsa-miR-933 with sequence UGUGCGCAGGGAGACCUCUCCC. The protein sequence of the target gene is MVPREAPESAQCLCPSLTIPNAKDVLRKRHKRRSRQHQRFMARKALLQEQGLLSMPPEPGSSPLPTPFGAATATEAASSGKQCLRAGSGSAPCSRRPAPGKASGPLPSKCVAIDCEMVGTGPRGRVSELARCSIVSYHGNVLYDKYIRPEMPIADYRTRWSGITRQHMRKAVPFQVAQKEILKLLKGKVVVGHALHNDFQALKYVHPRSQTRDTTYVPNFLSEPGLHTRARVSLKDLALQLLHKKIQVGQHGHSSVEDATTAMELYRLVEVQWEQQEARSLWTCPEDREPDSSTDMEQYM.... Result: 0 (no interaction). (6) The miRNA is hsa-miR-8085 with sequence UGGGAGAGAGGACUGUGAGGC. The protein sequence of the target gene is MAASKTQGAVARMQEDRDGSCSTVGGVGYGDSKDCILEPLSLPESPGGTTTLEGSPSVPCIFCEEHFPVAEQDKLLKHMIIEHKIVIADVKLVADFQRYILYWRKRFTEQPITDFCSVIRINSTAPFEEQENYFLLCDVLPEDRILREELQKQRLREILEQQQQERNDTNFHGVCMFCNEEFLGNRSVILNHMAREHAFNIGLPDNIVNCNEFLCTLQKKLDNLQCLYCEKTFRDKNTLKDHMRKKQHRKINPKNREYDRFYVINYLELGKSWEEVQLEDDRELLDHQEDDWSDWEEHPA.... Result: 1 (interaction).